This data is from NCI-60 drug combinations with 297,098 pairs across 59 cell lines. The task is: Regression. Given two drug SMILES strings and cell line genomic features, predict the synergy score measuring deviation from expected non-interaction effect. (1) Drug 1: CN(CC1=CN=C2C(=N1)C(=NC(=N2)N)N)C3=CC=C(C=C3)C(=O)NC(CCC(=O)O)C(=O)O. Drug 2: C1C(C(OC1N2C=NC3=C2NC=NCC3O)CO)O. Cell line: HT29. Synergy scores: CSS=38.1, Synergy_ZIP=-0.314, Synergy_Bliss=-4.77, Synergy_Loewe=-29.0, Synergy_HSA=-4.05. (2) Drug 1: CC1=C(C=C(C=C1)NC2=NC=CC(=N2)N(C)C3=CC4=NN(C(=C4C=C3)C)C)S(=O)(=O)N.Cl. Drug 2: C1=NNC2=C1C(=O)NC=N2. Cell line: MCF7. Synergy scores: CSS=2.09, Synergy_ZIP=0.127, Synergy_Bliss=-2.25, Synergy_Loewe=-5.15, Synergy_HSA=-5.05. (3) Drug 1: C1C(C(OC1N2C=C(C(=O)NC2=O)F)CO)O. Drug 2: CN(CCCl)CCCl.Cl. Cell line: HCT116. Synergy scores: CSS=36.2, Synergy_ZIP=-2.08, Synergy_Bliss=6.41, Synergy_Loewe=-6.40, Synergy_HSA=4.28. (4) Drug 1: CC1OCC2C(O1)C(C(C(O2)OC3C4COC(=O)C4C(C5=CC6=C(C=C35)OCO6)C7=CC(=C(C(=C7)OC)O)OC)O)O. Drug 2: CCC1(CC2CC(C3=C(CCN(C2)C1)C4=CC=CC=C4N3)(C5=C(C=C6C(=C5)C78CCN9C7C(C=CC9)(C(C(C8N6C)(C(=O)OC)O)OC(=O)C)CC)OC)C(=O)OC)O.OS(=O)(=O)O. Cell line: TK-10. Synergy scores: CSS=28.3, Synergy_ZIP=-12.0, Synergy_Bliss=-4.35, Synergy_Loewe=-2.65, Synergy_HSA=-0.470. (5) Drug 1: CC1OCC2C(O1)C(C(C(O2)OC3C4COC(=O)C4C(C5=CC6=C(C=C35)OCO6)C7=CC(=C(C(=C7)OC)O)OC)O)O. Drug 2: C1CCC(C(C1)N)N.C(=O)(C(=O)[O-])[O-].[Pt+4]. Cell line: HS 578T. Synergy scores: CSS=19.5, Synergy_ZIP=0.634, Synergy_Bliss=0.295, Synergy_Loewe=-4.92, Synergy_HSA=0.506. (6) Drug 1: C1CCC(C(C1)N)N.C(=O)(C(=O)[O-])[O-].[Pt+4]. Drug 2: CC12CCC3C(C1CCC2OP(=O)(O)O)CCC4=C3C=CC(=C4)OC(=O)N(CCCl)CCCl.[Na+]. Cell line: NCIH23. Synergy scores: CSS=25.4, Synergy_ZIP=-7.29, Synergy_Bliss=-4.46, Synergy_Loewe=-1.49, Synergy_HSA=-0.616. (7) Drug 1: CC(C1=C(C=CC(=C1Cl)F)Cl)OC2=C(N=CC(=C2)C3=CN(N=C3)C4CCNCC4)N. Drug 2: CCC1=C2CN3C(=CC4=C(C3=O)COC(=O)C4(CC)O)C2=NC5=C1C=C(C=C5)O. Cell line: A549. Synergy scores: CSS=38.8, Synergy_ZIP=-5.20, Synergy_Bliss=-4.78, Synergy_Loewe=-17.9, Synergy_HSA=-3.57. (8) Drug 1: CC12CCC3C(C1CCC2=O)CC(=C)C4=CC(=O)C=CC34C. Drug 2: CN(C(=O)NC(C=O)C(C(C(CO)O)O)O)N=O. Cell line: UACC-257. Synergy scores: CSS=22.3, Synergy_ZIP=-10.5, Synergy_Bliss=-5.30, Synergy_Loewe=-15.7, Synergy_HSA=-4.05. (9) Drug 1: COC1=C(C=C2C(=C1)N=CN=C2NC3=CC(=C(C=C3)F)Cl)OCCCN4CCOCC4. Drug 2: C1=CN(C(=O)N=C1N)C2C(C(C(O2)CO)O)O.Cl. Cell line: SNB-19. Synergy scores: CSS=29.0, Synergy_ZIP=-4.40, Synergy_Bliss=0.799, Synergy_Loewe=3.11, Synergy_HSA=3.56.